This data is from Full USPTO retrosynthesis dataset with 1.9M reactions from patents (1976-2016). The task is: Predict the reactants needed to synthesize the given product. (1) Given the product [CH2:1]([O:5][C:6]1[CH:16]=[C:15]([NH2:17])[CH:14]=[CH:13][C:7]=1[C:8]([OH:10])=[O:9])[CH2:2][CH2:3][CH3:4], predict the reactants needed to synthesize it. The reactants are: [CH2:1]([O:5][C:6]1[CH:16]=[C:15]([N+:17]([O-])=O)[CH:14]=[CH:13][C:7]=1[C:8]([O:10]CC)=[O:9])[CH2:2][CH2:3][CH3:4]. (2) Given the product [CH2:4]([P:1]([OH:2])[OH:3])[CH2:5][CH2:6][CH2:7][CH2:8][CH2:9][CH2:10][CH3:11], predict the reactants needed to synthesize it. The reactants are: [PH2:1](=[O:3])[OH:2].[CH2:4]=[CH:5][CH2:6][CH2:7][CH2:8][CH2:9][CH2:10][CH3:11]. (3) Given the product [OH:41][CH2:40][C:39]1[C:35]([C:34]([F:43])([F:42])[F:33])=[N:36][N:37]([CH2:20][C:16]2[CH:17]=[C:18]3[C:13](=[CH:14][CH:15]=2)[CH2:12][C@@H:11]([NH:10][C:9](=[O:22])[O:8][CH2:1][C:2]2[CH:7]=[CH:6][CH:5]=[CH:4][CH:3]=2)[CH2:19]3)[CH:38]=1, predict the reactants needed to synthesize it. The reactants are: [CH2:1]([O:8][C:9](=[O:22])[NH:10][C@H:11]1[CH2:19][C:18]2[C:13](=[CH:14][CH:15]=[C:16]([CH2:20]O)[CH:17]=2)[CH2:12]1)[C:2]1[CH:7]=[CH:6][CH:5]=[CH:4][CH:3]=1.S(Cl)(Cl)=O.C(=O)([O-])[O-].[K+].[K+].[F:33][C:34]([F:43])([F:42])[C:35]1[C:39]([CH2:40][OH:41])=[CH:38][NH:37][N:36]=1. (4) Given the product [N+:14]([C:17]1[CH:18]=[C:19]([NH:20][CH:10]2[CH2:11][CH2:12][N:8]([C:6]([O:5][C:1]([CH3:4])([CH3:3])[CH3:2])=[O:7])[CH2:9]2)[CH:21]=[CH:22][CH:23]=1)([O-:16])=[O:15], predict the reactants needed to synthesize it. The reactants are: [C:1]([O:5][C:6]([N:8]1[CH2:12][CH2:11][C:10](=O)[CH2:9]1)=[O:7])([CH3:4])([CH3:3])[CH3:2].[N+:14]([C:17]1[CH:18]=[C:19]([CH:21]=[CH:22][CH:23]=1)[NH2:20])([O-:16])=[O:15].C(O[BH-](OC(=O)C)OC(=O)C)(=O)C.[Na+].C(=O)([O-])O.[Na+]. (5) Given the product [CH2:21]([C:23]1[N:24]=[C:25]([C:28]2[CH:33]=[CH:32][C:31]([O:34][CH2:18][CH2:17][CH2:16][O:15][C:11]3[CH:10]=[C:9]4[C:14](=[CH:13][CH:12]=3)[C@H:6]([CH2:5][C:4]([O:3][CH2:1][CH3:2])=[O:20])[CH2:7][CH2:8]4)=[C:30]([O:35][CH3:36])[CH:29]=2)[O:26][CH:27]=1)[CH3:22], predict the reactants needed to synthesize it. The reactants are: [CH2:1]([O:3][C:4](=[O:20])[CH2:5][C@H:6]1[C:14]2[C:9](=[CH:10][C:11]([O:15][CH2:16][CH2:17][CH2:18]Br)=[CH:12][CH:13]=2)[CH2:8][CH2:7]1)[CH3:2].[CH2:21]([C:23]1[N:24]=[C:25]([C:28]2[CH:33]=[CH:32][C:31]([OH:34])=[C:30]([O:35][CH3:36])[CH:29]=2)[O:26][CH:27]=1)[CH3:22].C([O-])([O-])=O.[Cs+].[Cs+].